The task is: Predict which catalyst facilitates the given reaction.. This data is from Catalyst prediction with 721,799 reactions and 888 catalyst types from USPTO. (1) Reactant: C1(S([N:10]2[C:14]3=[N:15][CH:16]=[C:17]([C:19]([F:22])([F:21])[F:20])[CH:18]=[C:13]3[CH:12]=[C:11]2[C:23]([C:30]2[CH:35]=[CH:34][C:33]([S:36]([CH3:39])(=[O:38])=[O:37])=[CH:32][CH:31]=2)=[CH:24][CH:25]2[CH2:29][CH2:28][CH2:27][CH2:26]2)(=O)=O)C=CC=CC=1.[F-].C([N+](CCCC)(CCCC)CCCC)CCC.O1CCCC1. Product: [CH:25]1([CH:24]=[C:23]([C:11]2[NH:10][C:14]3=[N:15][CH:16]=[C:17]([C:19]([F:21])([F:22])[F:20])[CH:18]=[C:13]3[CH:12]=2)[C:30]2[CH:35]=[CH:34][C:33]([S:36]([CH3:39])(=[O:37])=[O:38])=[CH:32][CH:31]=2)[CH2:29][CH2:28][CH2:27][CH2:26]1. The catalyst class is: 170. (2) Reactant: Cl[C:2]1[N:3]=[C:4]([NH:23][CH:24]2[CH2:26][CH2:25]2)[C:5]2[C:10]([C:11]#[N:12])=[CH:9][N:8](S(C3C=CC(C)=CC=3)(=O)=O)[C:6]=2[N:7]=1.[NH2:27][C:28]1[CH:29]=[C:30]2[C:35](=[CH:36][CH:37]=1)[NH:34][C:33](=[O:38])[CH2:32][CH2:31]2.C[Si](Cl)(C)C. Product: [CH:24]1([NH:23][C:4]2[C:5]3[C:10]([C:11]#[N:12])=[CH:9][NH:8][C:6]=3[N:7]=[C:2]([NH:27][C:28]3[CH:29]=[C:30]4[C:35](=[CH:36][CH:37]=3)[NH:34][C:33](=[O:38])[CH2:32][CH2:31]4)[N:3]=2)[CH2:25][CH2:26]1. The catalyst class is: 51. (3) Reactant: [C:1]([O:4][CH:5]([C:11]1[CH:16]=[CH:15][C:14]([C@@H:17]2[C@@H:21]([CH2:22]/[CH:23]=[CH:24]\[CH2:25][CH2:26][CH2:27][C:28]([O:30][CH3:31])=[O:29])[CH2:20][CH2:19][C@H:18]2[O:32]C(=O)C2C=CC([N+]([O-])=O)=CC=2)=[CH:13][CH:12]=1)[CH2:6][CH2:7][CH2:8][CH2:9][CH3:10])(=[O:3])[CH3:2].C([O-])([O-])=O.[K+].[K+].[NH4+].[Cl-]. Product: [CH3:31][O:30][C:28](=[O:29])[CH2:27][CH2:26][CH2:25]/[CH:24]=[CH:23]\[CH2:22][C@H:21]1[CH2:20][CH2:19][C@@H:18]([OH:32])[C@@H:17]1[C:14]1[CH:13]=[CH:12][C:11]([CH:5]([O:4][C:1](=[O:3])[CH3:2])[CH2:6][CH2:7][CH2:8][CH2:9][CH3:10])=[CH:16][CH:15]=1. The catalyst class is: 5. (4) Reactant: [F:1][C:2]1[CH:7]=[CH:6][C:5]([O:8][CH3:9])=[CH:4][C:3]=1[C:10]1[CH:11]=[CH:12][C:13]([CH2:21][O:22][C:23]2[CH:24]=[C:25]([CH2:29][CH2:30][C:31]([O:33]C)=[O:32])[CH:26]=[CH:27][CH:28]=2)=[N:14][C:15]=1[CH2:16][C:17]([CH3:20])([CH3:19])[CH3:18].[OH-].[Na+].Cl. Product: [CH3:18][C:17]([CH3:20])([CH3:19])[CH2:16][C:15]1[N:14]=[C:13]([CH2:21][O:22][C:23]2[CH:24]=[C:25]([CH2:29][CH2:30][C:31]([OH:33])=[O:32])[CH:26]=[CH:27][CH:28]=2)[CH:12]=[CH:11][C:10]=1[C:3]1[CH:4]=[C:5]([O:8][CH3:9])[CH:6]=[CH:7][C:2]=1[F:1]. The catalyst class is: 5.